From a dataset of Reaction yield outcomes from USPTO patents with 853,638 reactions. Predict the reaction yield, written as a fraction of the theoretical maximum amount of product (1.0 means a 100% yield; for example, 0.34 means a 34% yield). (1) The reactants are O[C:2]1[CH:7]=[CH:6][N:5]2[N:8]=[CH:9][C:10]([C:11]([O:13][CH2:14][CH3:15])=[O:12])=[C:4]2[N:3]=1.P(Cl)(Cl)([Cl:18])=O. No catalyst specified. The product is [Cl:18][C:2]1[CH:7]=[CH:6][N:5]2[N:8]=[CH:9][C:10]([C:11]([O:13][CH2:14][CH3:15])=[O:12])=[C:4]2[N:3]=1. The yield is 0.976. (2) The reactants are [N+:1]([C:4]1[C:13]2[O:12][C@:11]([CH3:19])([CH:14]([O:17][CH3:18])[O:15][CH3:16])[C@H:10]3[O:20][C@H:9]3[C:8]=2[CH:7]=[CH:6][CH:5]=1)([O-:3])=[O:2].[Cl:21][C:22]1[CH:27]=[CH:26][C:25]([NH:28][CH2:29][C:30]2[N:31]=[N:32][N:33]([CH3:35])[N:34]=2)=[CH:24][CH:23]=1. No catalyst specified. The product is [N+:1]([C:4]1[C:13]2[O:12][C@:11]([CH3:19])([CH:14]([O:17][CH3:18])[O:15][CH3:16])[C@@H:10]([OH:20])[C@H:9]([N:28]([C:25]3[CH:26]=[CH:27][C:22]([Cl:21])=[CH:23][CH:24]=3)[CH2:29][C:30]3[N:31]=[N:32][N:33]([CH3:35])[N:34]=3)[C:8]=2[CH:7]=[CH:6][CH:5]=1)([O-:3])=[O:2]. The yield is 0.510. (3) The reactants are [CH:1]([S:4]([N:7]1[C:11]2[CH:12]=[C:13](I)[CH:14]=[CH:15][C:10]=2[N:9]=[C:8]1[NH2:17])(=[O:6])=[O:5])([CH3:3])[CH3:2].[Li]C1C=CC=CC=1.[Li]C(C)(C)C.[B:30](OC(C)C)([O:35]C(C)C)[O:31]C(C)C.Cl.[OH-].[Na+]. The catalyst is O.C1COCC1. The product is [CH:1]([S:4]([N:7]1[C:11]2[CH:12]=[C:13]([B:30]([OH:35])[OH:31])[CH:14]=[CH:15][C:10]=2[N:9]=[C:8]1[NH2:17])(=[O:6])=[O:5])([CH3:3])[CH3:2]. The yield is 0.360. (4) The reactants are [SH:1][C:2]1[CH:10]=[CH:9][CH:8]=[CH:7][C:3]=1[C:4]([OH:6])=[O:5].[H-].[Na+].F[C:14]1[CH:19]=[CH:18][CH:17]=[CH:16][C:15]=1[N+:20]([O-:22])=[O:21].[CH3:23]I. The catalyst is CC(N(C)C)=O. The product is [N+:20]([C:15]1[CH:16]=[CH:17][CH:18]=[CH:19][C:14]=1[S:1][C:2]1[CH:10]=[CH:9][CH:8]=[CH:7][C:3]=1[C:4]([O:6][CH3:23])=[O:5])([O-:22])=[O:21]. The yield is 0.760. (5) The reactants are [CH3:1][N:2]1[C:6]([NH:7][C:8](=[O:12])[CH:9]([CH3:11])[CH3:10])=[CH:5][C:4]([C:13]2[CH:14]=[N:15][CH:16]=[CH:17][CH:18]=2)=[N:3]1.[H-].[Na+].I[CH2:22][CH3:23].O. The catalyst is CN(C=O)C.C(OCC)(=O)C. The product is [CH2:22]([N:7]([C:6]1[N:2]([CH3:1])[N:3]=[C:4]([C:13]2[CH:14]=[N:15][CH:16]=[CH:17][CH:18]=2)[CH:5]=1)[C:8](=[O:12])[CH:9]([CH3:11])[CH3:10])[CH3:23]. The yield is 0.300.